From a dataset of Catalyst prediction with 721,799 reactions and 888 catalyst types from USPTO. Predict which catalyst facilitates the given reaction. (1) Reactant: Br[C:2]1[CH:9]=[CH:8][C:5]([C:6]#[N:7])=[CH:4][CH:3]=1.[N+:10]([C:13]1[CH:19]=[C:18]([C:20]([F:23])([F:22])[F:21])[CH:17]=[CH:16][C:14]=1[NH2:15])([O-:12])=[O:11].C([O-])([O-])=O.[Cs+].[Cs+]. Product: [N+:10]([C:13]1[CH:19]=[C:18]([C:20]([F:21])([F:22])[F:23])[CH:17]=[CH:16][C:14]=1[NH:15][C:2]1[CH:9]=[CH:8][C:5]([C:6]#[N:7])=[CH:4][CH:3]=1)([O-:12])=[O:11]. The catalyst class is: 110. (2) Reactant: C([N:8]1[CH2:13][CH2:12][CH2:11][C@H:10]([O:14][C:15]2[CH:20]=[CH:19][C:18]([N+:21]([O-])=O)=[CH:17][CH:16]=2)[CH2:9]1)C1C=CC=CC=1. Product: [NH2:21][C:18]1[CH:19]=[CH:20][C:15]([O:14][C@H:10]2[CH2:11][CH2:12][CH2:13][NH:8][CH2:9]2)=[CH:16][CH:17]=1. The catalyst class is: 19. (3) Reactant: [O:1]=[C:2]1[C:6]2([CH2:11][CH2:10][N:9]([C:12]3([C:18]#N)[CH2:17][CH2:16][CH2:15][CH2:14][CH2:13]3)[CH2:8][CH2:7]2)[CH:5]([C:20]2[CH:25]=[CH:24][CH:23]=[CH:22][CH:21]=2)[CH2:4][NH:3]1.[C:26]1([Mg]Br)[CH:31]=[CH:30]C=[CH:28][CH:27]=1. Product: [C:20]1([CH:5]2[C:6]3([CH2:7][CH2:8][N:9]([C:12]4([C:18]5[CH:30]=[CH:31][CH:26]=[CH:27][CH:28]=5)[CH2:17][CH2:16][CH2:15][CH2:14][CH2:13]4)[CH2:10][CH2:11]3)[C:2](=[O:1])[NH:3][CH2:4]2)[CH:25]=[CH:24][CH:23]=[CH:22][CH:21]=1. The catalyst class is: 1. (4) Reactant: [Cl:1][C:2]1[CH:3]=[C:4]([C:9]2([C:25]([F:28])([F:27])[F:26])[CH2:13][CH2:12][N:11]([C:14]3[CH:15]=[C:16]4[C:21](=[CH:22][CH:23]=3)[C:20]([NH2:24])=[CH:19][CH:18]=[CH:17]4)[CH2:10]2)[CH:5]=[C:6]([Cl:8])[CH:7]=1.C(N(CC)CC)C.[C:36](O[C:36](=[O:39])[CH2:37][CH3:38])(=[O:39])[CH2:37][CH3:38]. Product: [Cl:1][C:2]1[CH:3]=[C:4]([C:9]2([C:25]([F:27])([F:28])[F:26])[CH2:13][CH2:12][N:11]([C:14]3[CH:15]=[C:16]4[C:21](=[CH:22][CH:23]=3)[C:20]([NH:24][C:36](=[O:39])[CH2:37][CH3:38])=[CH:19][CH:18]=[CH:17]4)[CH2:10]2)[CH:5]=[C:6]([Cl:8])[CH:7]=1. The catalyst class is: 7. (5) Reactant: [O:1]1[C:10]2[C:5](=[CH:6][C:7]([C:11]3[C:16]([C:17](OC)=[O:18])=[C:15]([CH3:21])[N:14]=[C:13]4[N:22]([CH2:25][C:26]5[CH:31]=[CH:30][C:29]([F:32])=[C:28]([F:33])[CH:27]=5)[CH:23]=[CH:24][C:12]=34)=[CH:8][CH:9]=2)[CH2:4][CH2:3][CH2:2]1.[H-].[Al+3].[Li+].[H-].[H-].[H-].O.[OH-].[Na+]. Product: [O:1]1[C:10]2[C:5](=[CH:6][C:7]([C:11]3[C:16]([CH2:17][OH:18])=[C:15]([CH3:21])[N:14]=[C:13]4[N:22]([CH2:25][C:26]5[CH:31]=[CH:30][C:29]([F:32])=[C:28]([F:33])[CH:27]=5)[CH:23]=[CH:24][C:12]=34)=[CH:8][CH:9]=2)[CH2:4][CH2:3][CH2:2]1. The catalyst class is: 54.